From a dataset of Forward reaction prediction with 1.9M reactions from USPTO patents (1976-2016). Predict the product of the given reaction. (1) Given the reactants [CH3:1][O:2][C:3]([C:5]1[N:9]=[CH:8][NH:7][N:6]=1)=[O:4].[NH:10]1[C:18]2[C:13](=[CH:14][C:15](B(O)O)=[CH:16][CH:17]=2)[CH:12]=[CH:11]1.C([O-])(=O)C.N1C=CC=CC=1, predict the reaction product. The product is: [CH3:1][O:2][C:3]([C:5]1[N:9]=[CH:8][N:7]([C:15]2[CH:14]=[C:13]3[C:18](=[CH:17][CH:16]=2)[NH:10][CH:11]=[CH:12]3)[N:6]=1)=[O:4]. (2) Given the reactants [CH:1]1[C:13]2[CH2:12][C:11]3[C:6](=[CH:7][CH:8]=[CH:9][CH:10]=3)[C:5]=2[CH:4]=[CH:3][C:2]=1[CH:14]=[O:15].[BH4-].[Na+].O, predict the reaction product. The product is: [CH:1]1[C:13]2[CH2:12][C:11]3[C:6](=[CH:7][CH:8]=[CH:9][CH:10]=3)[C:5]=2[CH:4]=[CH:3][C:2]=1[CH2:14][OH:15]. (3) Given the reactants [CH3:1][N:2]1[CH:7]=[C:6]([C:8]2[CH:13]=[C:12]([CH2:14][S:15]([CH3:18])(=[O:17])=[O:16])[CH:11]=[CH:10][C:9]=2[NH:19][C:20]2[CH:25]=[CH:24][CH:23]=[CH:22][N:21]=2)[C:5]2[CH:26]=[CH:27][N:28](S(C3C=CC(C)=CC=3)(=O)=O)[C:4]=2[C:3]1=[O:39].[OH-].[Li+].Cl, predict the reaction product. The product is: [CH3:1][N:2]1[CH:7]=[C:6]([C:8]2[CH:13]=[C:12]([CH2:14][S:15]([CH3:18])(=[O:16])=[O:17])[CH:11]=[CH:10][C:9]=2[NH:19][C:20]2[CH:25]=[CH:24][CH:23]=[CH:22][N:21]=2)[C:5]2[CH:26]=[CH:27][NH:28][C:4]=2[C:3]1=[O:39]. (4) Given the reactants Cl.[Br:2][C:3]1[CH:8]=[CH:7][C:6]([CH2:9][CH2:10][C:11]([OH:13])=[O:12])=[CH:5][CH:4]=1.O1CCOC[CH2:15]1, predict the reaction product. The product is: [Br:2][C:3]1[CH:4]=[CH:5][C:6]([CH2:9][CH2:10][C:11]([O:13][CH3:15])=[O:12])=[CH:7][CH:8]=1.